This data is from Forward reaction prediction with 1.9M reactions from USPTO patents (1976-2016). The task is: Predict the product of the given reaction. (1) Given the reactants [Cl:1][C:2]1[CH:10]=[C:9]([C:11]([F:14])([F:13])[F:12])[CH:8]=[CH:7][C:3]=1[C:4]([OH:6])=O.C([O:17][C:18](=[O:39])[CH2:19][CH2:20][C:21]1[CH:26]=[CH:25][C:24]([O:27][C:28]2[CH:33]=[C:32]([CH3:34])[CH:31]=[C:30]([CH2:35][NH2:36])[CH:29]=2)=[CH:23][C:22]=1[CH2:37][CH3:38])C, predict the reaction product. The product is: [Cl:1][C:2]1[CH:10]=[C:9]([C:11]([F:14])([F:13])[F:12])[CH:8]=[CH:7][C:3]=1[C:4]([NH:36][CH2:35][C:30]1[CH:29]=[C:28]([CH:33]=[C:32]([CH3:34])[CH:31]=1)[O:27][C:24]1[CH:25]=[CH:26][C:21]([CH2:20][CH2:19][C:18]([OH:39])=[O:17])=[C:22]([CH2:37][CH3:38])[CH:23]=1)=[O:6]. (2) Given the reactants FC(F)(F)S(O[C:7]1[CH:8]=[C:9]2[C:14](=[CH:15][CH:16]=1)[C:13]([C:17]1[CH:22]=[CH:21][C:20]([F:23])=[CH:19][C:18]=1[F:24])=[N:12][C:11]([NH:25][C:26]1[CH:30]=[C:29]([CH3:31])[NH:28][N:27]=1)=[CH:10]2)(=O)=O.[NH:34]1[CH2:39][CH2:38][O:37][CH2:36][CH2:35]1.N12CCCNC1CCCC=C2.[O:51]1CCC[CH2:52]1, predict the reaction product. The product is: [F:24][C:18]1[CH:19]=[C:20]([F:23])[CH:21]=[CH:22][C:17]=1[C:13]1[C:14]2[C:9](=[CH:8][C:7]([C:52]([N:34]3[CH2:39][CH2:38][O:37][CH2:36][CH2:35]3)=[O:51])=[CH:16][CH:15]=2)[CH:10]=[C:11]([NH:25][C:26]2[CH:30]=[C:29]([CH3:31])[NH:28][N:27]=2)[N:12]=1. (3) Given the reactants Cl.C(=[N:15][C:16]1[CH:21]=[CH:20][CH:19]=[C:18]([C:22]2[CH2:27][CH2:26][CH:25]([N:28]([CH3:30])[CH3:29])[CH2:24][CH:23]=2)[C:17]=1[F:31])(C1C=CC=CC=1)C1C=CC=CC=1.[NH4+].[OH-], predict the reaction product. The product is: [CH3:29][N:28]([CH3:30])[CH:25]1[CH2:26][CH2:27][C:22]([C:18]2[C:17]([F:31])=[C:16]([NH2:15])[CH:21]=[CH:20][CH:19]=2)=[CH:23][CH2:24]1. (4) Given the reactants Br[C:2]1[CH:3]=[N:4][C:5]2[N:6]([CH:8]=[C:9]([CH2:11][O:12][C:13]3[CH:18]=[CH:17][C:16]([F:19])=[CH:15][CH:14]=3)[N:10]=2)[CH:7]=1.[F:20][C:21]1[CH:26]=[CH:25][C:24](B(O)O)=[C:23]([CH2:30][OH:31])[CH:22]=1, predict the reaction product. The product is: [F:20][C:21]1[CH:26]=[CH:25][C:24]([C:2]2[CH:3]=[N:4][C:5]3[N:6]([CH:8]=[C:9]([CH2:11][O:12][C:13]4[CH:18]=[CH:17][C:16]([F:19])=[CH:15][CH:14]=4)[N:10]=3)[CH:7]=2)=[C:23]([CH2:30][OH:31])[CH:22]=1. (5) Given the reactants C[C:2]1([CH3:24])[C:13]2[C:14]3[N:5]([C:6](=[O:23])[C:7](=[O:22])[N:8]([CH2:17]/[CH:18]=C/C=C)[C:9]=3[CH:10]=[C:11]([CH3:16])[C:12]=2C)[CH2:4][CH2:3]1.C[N+]1([O-])CC[O:29][CH2:28][CH2:27]1.[C:33]([O:37]O)([CH3:36])([CH3:35])C.[OH:39]S([O-])(=O)=O.[Na+].[OH2:45], predict the reaction product. The product is: [CH3:16][C:11]1([CH3:12])[C:10]2[C:9]3[N:8]([C:7](=[O:22])[C:6](=[O:23])[N:5]([CH2:35][CH:33]([OH:37])[CH:36]([OH:39])[CH:28]([OH:29])[CH2:27][OH:45])[C:14]=3[CH:13]=[C:2]([CH3:24])[C:3]=2[CH3:4])[CH2:17][CH2:18]1. (6) Given the reactants Cl.[NH2:2][CH2:3][CH2:4][O:5][C:6]1[CH:15]=[C:14]2[C:9]([CH2:10][CH2:11][CH:12]([NH:25][C:26](=[O:30])[O:27][CH2:28][CH3:29])[CH:13]2[CH2:16][C:17]2[CH:22]=[CH:21][C:20]([Cl:23])=[C:19]([Cl:24])[CH:18]=2)=[CH:8][CH:7]=1.[CH3:31][N:32]1[CH:36]=[C:35]([S:37](Cl)(=[O:39])=[O:38])[N:34]=[CH:33]1.O, predict the reaction product. The product is: [Cl:24][C:19]1[CH:18]=[C:17]([CH:22]=[CH:21][C:20]=1[Cl:23])[CH2:16][CH:13]1[C:14]2[C:9](=[CH:8][CH:7]=[C:6]([O:5][CH2:4][CH2:3][NH:2][S:37]([C:35]3[N:34]=[CH:33][N:32]([CH3:31])[CH:36]=3)(=[O:39])=[O:38])[CH:15]=2)[CH2:10][CH2:11][CH:12]1[NH:25][C:26](=[O:30])[O:27][CH2:28][CH3:29].